From a dataset of Full USPTO retrosynthesis dataset with 1.9M reactions from patents (1976-2016). Predict the reactants needed to synthesize the given product. (1) Given the product [F:21][C:12]1[CH:13]=[N:14][N:15]([CH3:16])[C:11]=1[C:10]1[C:2]([CH3:1])=[C:3]([CH:7]=[CH:8][CH:9]=1)[C:4]([OH:6])=[O:5], predict the reactants needed to synthesize it. The reactants are: [CH3:1][C:2]1[C:10]([C:11]2[N:15]([CH3:16])[N:14]=[CH:13][CH:12]=2)=[CH:9][CH:8]=[CH:7][C:3]=1[C:4]([OH:6])=[O:5].C(O)(=O)C.[F:21][B-](F)(F)F.F[B-](F)(F)F.ClC[N+]12CC[N+](F)(CC1)CC2. (2) Given the product [N:15]1([C:13]([C:10]2[CH:11]=[CH:12][C:7]([C:6]([OH:20])=[O:5])=[CH:8][CH:9]=2)=[O:14])[CH2:16][CH2:17][CH2:18][CH2:19]1, predict the reactants needed to synthesize it. The reactants are: O[Li].O.C[O:5][C:6](=[O:20])[C:7]1[CH:12]=[CH:11][C:10]([C:13]([N:15]2[CH2:19][CH2:18][CH2:17][CH2:16]2)=[O:14])=[CH:9][CH:8]=1.C1COCC1.O.